Task: Binary Classification. Given a miRNA mature sequence and a target amino acid sequence, predict their likelihood of interaction.. Dataset: Experimentally validated miRNA-target interactions with 360,000+ pairs, plus equal number of negative samples (1) The miRNA is hsa-miR-1236-3p with sequence CCUCUUCCCCUUGUCUCUCCAG. The protein sequence of the target gene is MVKLGNNFAEKGTKQPLLEDGFDTIPLMTPLDVNQLQFPPPDKVVVKTKTEYEPDRKKGKARPPQIAEFTVSITEGVTERFKVSVLVLFALAFLTCVVFLVVYKVYKYDRACPDGFVLKNTQCIPEGLESYYAEQDSSAREKFYTVINHYNLAKQSITRSVSPWMSVLSEEKLSEQETEAAEKSA. Result: 1 (interaction). (2) The miRNA is hsa-miR-520a-5p with sequence CUCCAGAGGGAAGUACUUUCU. The protein sequence of the target gene is MVRGWEPPPGLDCAISEGHKSEGTMPPNKEASGLSSSPAGLICLPPISEELQLVWTQAAQTSELDSNEHLLKTFSYFPYPSLADIALLCLRYGLQMEKVKTWFMAQRLRCGISWSSEEIEETRARVVYRRDQLHFKSLLSFTHHAGRPPEEVPPPPVPAPEQVGIGIGPPTLSKPTQTKGLKVEPEEPSQMPPLPQSHQKLKESLMTPGSGAFPYQSDFWQHLQSSGLSKEQAGRGPNQSHGIGTASWNHSTTVPQPQARDKPPPIALIASSCKEESASSVTPSSSSTSSSFQVLANGAT.... Result: 1 (interaction).